From a dataset of Forward reaction prediction with 1.9M reactions from USPTO patents (1976-2016). Predict the product of the given reaction. (1) Given the reactants [O:1]=[C:2]([CH2:8][C:9](=[O:19])[C:10]1[C:15]([CH3:16])=[CH:14][C:13]([CH3:17])=[CH:12][C:11]=1[CH3:18])[C:3]([O:5][CH2:6][CH3:7])=[O:4].Cl.[N:21]([O-])=[O:22].[Na+], predict the reaction product. The product is: [O:1]=[C:2]([C:8](=[N:21][OH:22])[C:9](=[O:19])[C:10]1[C:11]([CH3:18])=[CH:12][C:13]([CH3:17])=[CH:14][C:15]=1[CH3:16])[C:3]([O:5][CH2:6][CH3:7])=[O:4]. (2) Given the reactants [OH:1][C:2]1[CH:10]=[C:9]2[C:5]([CH2:6][CH2:7][C:8]2=[O:11])=[CH:4][CH:3]=1.[F:12][CH2:13][CH2:14][CH2:15]O.C1(P(C2C=CC=CC=2)C2C=CC=CC=2)C=CC=CC=1.N(C(OC(C)C)=O)=NC(OC(C)C)=O, predict the reaction product. The product is: [F:12][CH2:13][CH2:14][CH2:15][O:1][C:2]1[CH:10]=[C:9]2[C:5]([CH2:6][CH2:7][C:8]2=[O:11])=[CH:4][CH:3]=1. (3) Given the reactants C[O:2][C:3](=[O:20])[CH:4]([C:12]1[CH:17]=[CH:16][C:15]([Cl:18])=[C:14]([Cl:19])[CH:13]=1)[O:5][CH:6]1[CH2:11][CH2:10][O:9][CH2:8][CH2:7]1.[OH-].[K+], predict the reaction product. The product is: [Cl:19][C:14]1[CH:13]=[C:12]([CH:4]([O:5][CH:6]2[CH2:11][CH2:10][O:9][CH2:8][CH2:7]2)[C:3]([OH:20])=[O:2])[CH:17]=[CH:16][C:15]=1[Cl:18]. (4) Given the reactants O1P2[O:7][P:8]3[O:10]P(O2)OP1[O:9]3.[C:11]([OH:14])(=O)[CH3:12], predict the reaction product. The product is: [CH3:12][C:11]([P:8]([OH:7])([OH:9])=[O:10])([P:8]([OH:10])([OH:9])=[O:7])[OH:14]. (5) Given the reactants [CH:1]1([N:6]2[CH2:11][CH2:10][N:9]([C:12]([C:14]3[CH:15]=[C:16]4[C:20](=[CH:21][CH:22]=3)[NH:19][C:18]([C:23]([N:25]3[CH2:30][CH2:29][C:28]([F:32])([F:31])[CH2:27][CH2:26]3)=[O:24])=[CH:17]4)=[O:13])[CH2:8][CH2:7]2)[CH2:5][CH2:4][CH2:3][CH2:2]1.[CH2:33]([O:35][C:36]([C:38]1[CH:39]=[C:40](B(O)O)[CH:41]=[CH:42][CH:43]=1)=[O:37])[CH3:34].N1C=CC=CC=1, predict the reaction product. The product is: [CH2:33]([O:35][C:36](=[O:37])[C:38]1[CH:39]=[CH:40][CH:41]=[C:42]([N:19]2[C:20]3[C:16](=[CH:15][C:14]([C:12]([N:9]4[CH2:8][CH2:7][N:6]([CH:1]5[CH2:5][CH2:4][CH2:3][CH2:2]5)[CH2:11][CH2:10]4)=[O:13])=[CH:22][CH:21]=3)[CH:17]=[C:18]2[C:23]([N:25]2[CH2:26][CH2:27][C:28]([F:31])([F:32])[CH2:29][CH2:30]2)=[O:24])[CH:43]=1)[CH3:34]. (6) Given the reactants [F:1][C:2]1[CH:3]=[C:4]([C:10](=[O:12])[CH3:11])[CH:5]=[C:6]([F:9])[C:7]=1[OH:8].[Br-:13].[Br-].[Br-].[NH+]1C=CC=CC=1.[NH+]1C=CC=CC=1.[NH+]1C=CC=CC=1, predict the reaction product. The product is: [Br:13][CH2:11][C:10]([C:4]1[CH:3]=[C:2]([F:1])[C:7]([OH:8])=[C:6]([F:9])[CH:5]=1)=[O:12]. (7) Given the reactants [CH:1](=O)[C:2]1[CH:7]=[CH:6][C:5]([O:8][CH3:9])=[CH:4][CH:3]=1.[NH2:11][C:12]1[N:13]=[N:14][C:15]([CH3:18])=[CH:16][CH:17]=1.C([O:21][C:22](=O)[C:23]([OH:34])=[CH:24][C:25](=[O:33])[C:26]1[CH:31]=[CH:30][C:29]([CH3:32])=[CH:28][CH:27]=1)C, predict the reaction product. The product is: [OH:34][C:23]1[C:22](=[O:21])[N:11]([C:12]2[N:13]=[N:14][C:15]([CH3:18])=[CH:16][CH:17]=2)[CH:1]([C:2]2[CH:7]=[CH:6][C:5]([O:8][CH3:9])=[CH:4][CH:3]=2)[C:24]=1[C:25](=[O:33])[C:26]1[CH:31]=[CH:30][C:29]([CH3:32])=[CH:28][CH:27]=1. (8) Given the reactants [O:1]=[C:2]1[C:11]2[C:6](=[CH:7][CH:8]=[C:9]([NH:12][C:13]([C@H:15]3[C@@H:19]([CH2:20]Br)[O:18][C:17]([CH3:23])([CH3:22])[O:16]3)=[O:14])[CH:10]=2)[CH:5]=[C:4]([C:24]2[CH:29]=[CH:28][CH:27]=[CH:26][C:25]=2[C:30]([F:33])([F:32])[F:31])[NH:3]1.C(=O)([O-])[O-].[K+].[K+], predict the reaction product. The product is: [CH3:22][C:17]1([CH3:23])[O:18][C@@H:19]2[CH2:20][N:12]([C:9]3[CH:10]=[C:11]4[C:6]([CH:5]=[C:4]([C:24]5[CH:29]=[CH:28][CH:27]=[CH:26][C:25]=5[C:30]([F:33])([F:32])[F:31])[NH:3][C:2]4=[O:1])=[CH:7][CH:8]=3)[C:13](=[O:14])[C@@H:15]2[O:16]1.